Dataset: Reaction yield outcomes from USPTO patents with 853,638 reactions. Task: Predict the reaction yield, written as a fraction of the theoretical maximum amount of product (1.0 means a 100% yield; for example, 0.34 means a 34% yield). The reactants are [C:1]1([C:7]2[S:8][CH:9]=[C:10]([CH:12]3[O:16][C:15](=[O:17])[NH:14][CH:13]3[CH2:18][C:19]3[CH:24]=[CH:23][CH:22]=[C:21]([O:25][C:26]([F:31])([F:30])[CH:27]([F:29])[F:28])[CH:20]=3)[N:11]=2)[CH:6]=[CH:5][CH:4]=[CH:3][CH:2]=1.[C:32]([O:36][C:37](O[C:37]([O:36][C:32]([CH3:35])([CH3:34])[CH3:33])=[O:38])=[O:38])([CH3:35])([CH3:34])[CH3:33]. The catalyst is C(#N)C.CN(C)C1C=CN=CC=1. The product is [O:17]=[C:15]1[N:14]([C:37]([O:36][C:32]([CH3:35])([CH3:34])[CH3:33])=[O:38])[CH:13]([CH2:18][C:19]2[CH:24]=[CH:23][CH:22]=[C:21]([O:25][C:26]([F:30])([F:31])[CH:27]([F:28])[F:29])[CH:20]=2)[CH:12]([C:10]2[N:11]=[C:7]([C:1]3[CH:2]=[CH:3][CH:4]=[CH:5][CH:6]=3)[S:8][CH:9]=2)[O:16]1. The yield is 0.630.